From a dataset of Forward reaction prediction with 1.9M reactions from USPTO patents (1976-2016). Predict the product of the given reaction. Given the reactants [Cl:1][C:2]1[CH:20]=[CH:19][C:5]([O:6][CH2:7][C:8]2[CH:18]=[CH:17][C:11]([C:12]([O:14]CC)=[O:13])=[CH:10][CH:9]=2)=[CH:4][C:3]=1[C:21]([F:24])([F:23])[F:22].O.[OH-].[Na+], predict the reaction product. The product is: [Cl:1][C:2]1[CH:20]=[CH:19][C:5]([O:6][CH2:7][C:8]2[CH:9]=[CH:10][C:11]([C:12]([OH:14])=[O:13])=[CH:17][CH:18]=2)=[CH:4][C:3]=1[C:21]([F:22])([F:23])[F:24].